This data is from Full USPTO retrosynthesis dataset with 1.9M reactions from patents (1976-2016). The task is: Predict the reactants needed to synthesize the given product. (1) Given the product [C:28]([C:26]1[CH:25]=[C:7]([CH:6]=[C:5]([C:1]([CH3:4])([CH3:3])[CH3:2])[CH:27]=1)[CH2:8][C@@H:9]1[CH2:14][C@H:13]([C:15]2[O:19][NH:18][C:17](=[O:20])[CH:16]=2)[CH2:12][CH2:11][NH:10]1)([CH3:30])([CH3:31])[CH3:29], predict the reactants needed to synthesize it. The reactants are: [C:1]([C:5]1[CH:6]=[C:7]([CH:25]=[C:26]([C:28]([CH3:31])([CH3:30])[CH3:29])[CH:27]=1)[CH2:8][C@@H:9]1[CH2:14][C@H:13]([C:15]2[O:19][NH:18][C:17](=[O:20])[CH:16]=2)[CH2:12][CH2:11][N:10]1C(OC)=O)([CH3:4])([CH3:3])[CH3:2].Br. (2) Given the product [Cl:30][C:26]1[N:25]=[C:24]([C:4]2[S:3][C:2]([C:40]3[CH:41]=[CH:42][C:37]([OH:36])=[CH:38][CH:39]=3)=[N:6][C:5]=2[C:7]2[CH:8]=[C:9]([NH:13][C:14](=[O:23])[C:15]3[C:20]([F:21])=[CH:19][CH:18]=[CH:17][C:16]=3[F:22])[CH:10]=[CH:11][CH:12]=2)[CH:29]=[CH:28][N:27]=1, predict the reactants needed to synthesize it. The reactants are: Br[C:2]1[S:3][C:4]([C:24]2[CH:29]=[CH:28][N:27]=[C:26]([Cl:30])[N:25]=2)=[C:5]([C:7]2[CH:8]=[C:9]([NH:13][C:14](=[O:23])[C:15]3[C:20]([F:21])=[CH:19][CH:18]=[CH:17][C:16]=3[F:22])[CH:10]=[CH:11][CH:12]=2)[N:6]=1.CN(C=O)C.[OH:36][C:37]1[CH:42]=[CH:41][C:40](B(O)O)=[CH:39][CH:38]=1.C([O-])([O-])=O.[Na+].[Na+]. (3) Given the product [C:1]([C:3]1[CH:4]=[CH:5][C:6]([S:25]([C:26]2[CH:27]=[C:28]([Cl:33])[CH:29]=[C:30]([Cl:32])[CH:31]=2)=[O:42])=[C:7]([S:9]([N:12]2[CH2:13][CH2:14][N:15]([C:18]([O:20][C:21]([CH3:24])([CH3:23])[CH3:22])=[O:19])[CH2:16][CH2:17]2)(=[O:11])=[O:10])[CH:8]=1)#[N:2], predict the reactants needed to synthesize it. The reactants are: [C:1]([C:3]1[CH:4]=[CH:5][C:6]([S:25][C:26]2[CH:31]=[C:30]([Cl:32])[CH:29]=[C:28]([Cl:33])[CH:27]=2)=[C:7]([S:9]([N:12]2[CH2:17][CH2:16][N:15]([C:18]([O:20][C:21]([CH3:24])([CH3:23])[CH3:22])=[O:19])[CH2:14][CH2:13]2)(=[O:11])=[O:10])[CH:8]=1)#[N:2].ClC1C=CC=C(C(OO)=[O:42])C=1. (4) Given the product [CH2:1]([O:8][C:9]1[C:14]([F:15])=[CH:13][C:12]([CH:16]([C:18]2[C:26]3[C:21](=[N:22][CH:23]=[CH:24][CH:25]=3)[NH:20][CH:19]=2)[OH:17])=[C:11]([F:37])[CH:10]=1)[C:2]1[CH:7]=[CH:6][CH:5]=[CH:4][CH:3]=1, predict the reactants needed to synthesize it. The reactants are: [CH2:1]([O:8][C:9]1[C:14]([F:15])=[CH:13][C:12]([CH:16]([C:18]2[C:26]3[C:21](=[N:22][CH:23]=[CH:24][CH:25]=3)[N:20]([Si](C(C)C)(C(C)C)C(C)C)[CH:19]=2)[OH:17])=[C:11]([F:37])[CH:10]=1)[C:2]1[CH:7]=[CH:6][CH:5]=[CH:4][CH:3]=1.[F-].C([N+](CCCC)(CCCC)CCCC)CCC. (5) The reactants are: [Cl:1][C:2]1[CH:3]=[C:4]([CH2:9][N:10]2[C:14]([CH3:15])=[C:13]([C:16]([NH:18][C:19]3[S:20][C:21]([C:24]([O:26]C)=[O:25])=[CH:22][N:23]=3)=[O:17])[N:12]=[N:11]2)[CH:5]=[CH:6][C:7]=1[Cl:8].[OH-].[Na+]. Given the product [Cl:1][C:2]1[CH:3]=[C:4]([CH2:9][N:10]2[C:14]([CH3:15])=[C:13]([C:16]([NH:18][C:19]3[S:20][C:21]([C:24]([OH:26])=[O:25])=[CH:22][N:23]=3)=[O:17])[N:12]=[N:11]2)[CH:5]=[CH:6][C:7]=1[Cl:8], predict the reactants needed to synthesize it. (6) The reactants are: [F-].[K+].Br[C:4]1[C:5]2[C:14]([C:15]3[CH:20]=[CH:19][CH:18]=[CH:17][CH:16]=3)=[CH:13][O:12][C:6]=2[N:7]=[C:8]([S:10][CH3:11])[N:9]=1.C[Si](C)(C)[C:23]([F:26])([F:25])[F:24].N. Given the product [CH3:11][S:10][C:8]1[N:9]=[C:4]([C:23]([F:26])([F:25])[F:24])[C:5]2[C:14]([C:15]3[CH:20]=[CH:19][CH:18]=[CH:17][CH:16]=3)=[CH:13][O:12][C:6]=2[N:7]=1, predict the reactants needed to synthesize it. (7) Given the product [Br-:10].[CH2:20]([N+:3]1[C:2]([Cl:1])=[C:6]([Cl:7])[N:5]([C:26]2[C:27]3[C:22](=[CH:21][CH:20]=[CH:19][CH:18]=3)[CH:23]=[CH:24][C:25]=2[CH2:11][CH3:12])[CH:4]=1)[CH2:19][CH2:18][CH2:27][CH3:26], predict the reactants needed to synthesize it. The reactants are: [Cl:1][C:2]1[N:3]=[CH:4][NH:5][C:6]=1[Cl:7].[OH-].[K+].[Br:10][CH2:11][CH3:12].[K+].[Br-].BrCC[C:18]1[C:27]2[C:22](=[CH:23][CH:24]=[CH:25][CH:26]=2)[CH:21]=[CH:20][CH:19]=1. (8) Given the product [CH3:1][O:2][C:3](=[O:22])[CH2:4][N:5]1[C:11](=[O:12])[C@@H:10]([NH:13][C:25](=[O:26])[CH:24]([C:28](=[O:29])[NH:30][CH2:31][C:32]([F:37])([F:38])[C:33]([F:34])([F:36])[F:35])[CH3:23])[C:9]2[CH:14]=[CH:15][CH:16]=[CH:17][C:8]=2[C:7]2[CH:18]=[CH:19][CH:20]=[CH:21][C:6]1=2, predict the reactants needed to synthesize it. The reactants are: [CH3:1][O:2][C:3](=[O:22])[CH2:4][N:5]1[C:11](=[O:12])[C@@H:10]([NH2:13])[C:9]2[CH:14]=[CH:15][CH:16]=[CH:17][C:8]=2[C:7]2[CH:18]=[CH:19][CH:20]=[CH:21][C:6]1=2.[CH3:23][CH:24]([C:28]([NH:30][CH2:31][C:32]([F:38])([F:37])[C:33]([F:36])([F:35])[F:34])=[O:29])[C:25](O)=[O:26].ON1C2C=CC=CC=2N=N1.C(N(C(C)C)C(C)C)C.C(Cl)CCl.